From a dataset of NCI-60 drug combinations with 297,098 pairs across 59 cell lines. Regression. Given two drug SMILES strings and cell line genomic features, predict the synergy score measuring deviation from expected non-interaction effect. (1) Drug 1: CN(C)C1=NC(=NC(=N1)N(C)C)N(C)C. Drug 2: C(=O)(N)NO. Cell line: HCT116. Synergy scores: CSS=-2.11, Synergy_ZIP=-1.81, Synergy_Bliss=-9.64, Synergy_Loewe=-20.8, Synergy_HSA=-9.56. (2) Drug 1: C1=NC2=C(N1)C(=S)N=C(N2)N. Drug 2: CCC1(CC2CC(C3=C(CCN(C2)C1)C4=CC=CC=C4N3)(C5=C(C=C6C(=C5)C78CCN9C7C(C=CC9)(C(C(C8N6C)(C(=O)OC)O)OC(=O)C)CC)OC)C(=O)OC)O.OS(=O)(=O)O. Cell line: SNB-19. Synergy scores: CSS=34.7, Synergy_ZIP=-2.03, Synergy_Bliss=-3.15, Synergy_Loewe=-37.6, Synergy_HSA=-2.83.